Task: Regression. Given two drug SMILES strings and cell line genomic features, predict the synergy score measuring deviation from expected non-interaction effect.. Dataset: NCI-60 drug combinations with 297,098 pairs across 59 cell lines (1) Drug 1: CC1C(C(CC(O1)OC2CC(CC3=C2C(=C4C(=C3O)C(=O)C5=C(C4=O)C(=CC=C5)OC)O)(C(=O)CO)O)N)O.Cl. Drug 2: CC1C(C(CC(O1)OC2CC(CC3=C2C(=C4C(=C3O)C(=O)C5=C(C4=O)C(=CC=C5)OC)O)(C(=O)C)O)N)O.Cl. Cell line: HT29. Synergy scores: CSS=60.0, Synergy_ZIP=4.00, Synergy_Bliss=4.53, Synergy_Loewe=-12.6, Synergy_HSA=2.51. (2) Drug 1: CC1=C2C(C(=O)C3(C(CC4C(C3C(C(C2(C)C)(CC1OC(=O)C(C(C5=CC=CC=C5)NC(=O)OC(C)(C)C)O)O)OC(=O)C6=CC=CC=C6)(CO4)OC(=O)C)OC)C)OC. Drug 2: C1=NC(=NC(=O)N1C2C(C(C(O2)CO)O)O)N. Cell line: IGROV1. Synergy scores: CSS=42.0, Synergy_ZIP=8.04, Synergy_Bliss=12.3, Synergy_Loewe=-0.120, Synergy_HSA=12.5. (3) Drug 1: C1CCN(CC1)CCOC2=CC=C(C=C2)C(=O)C3=C(SC4=C3C=CC(=C4)O)C5=CC=C(C=C5)O. Drug 2: CCN(CC)CCCC(C)NC1=C2C=C(C=CC2=NC3=C1C=CC(=C3)Cl)OC. Cell line: SF-539. Synergy scores: CSS=29.8, Synergy_ZIP=-9.93, Synergy_Bliss=-0.261, Synergy_Loewe=-6.63, Synergy_HSA=-0.0465. (4) Drug 1: CN1C2=C(C=C(C=C2)N(CCCl)CCCl)N=C1CCCC(=O)O.Cl. Drug 2: C1CNP(=O)(OC1)N(CCCl)CCCl. Cell line: MDA-MB-435. Synergy scores: CSS=6.14, Synergy_ZIP=-3.26, Synergy_Bliss=-3.39, Synergy_Loewe=1.92, Synergy_HSA=-2.09. (5) Drug 1: COC1=NC(=NC2=C1N=CN2C3C(C(C(O3)CO)O)O)N. Drug 2: CC1=C(N=C(N=C1N)C(CC(=O)N)NCC(C(=O)N)N)C(=O)NC(C(C2=CN=CN2)OC3C(C(C(C(O3)CO)O)O)OC4C(C(C(C(O4)CO)O)OC(=O)N)O)C(=O)NC(C)C(C(C)C(=O)NC(C(C)O)C(=O)NCCC5=NC(=CS5)C6=NC(=CS6)C(=O)NCCC[S+](C)C)O. Cell line: OVCAR3. Synergy scores: CSS=9.15, Synergy_ZIP=-1.69, Synergy_Bliss=4.11, Synergy_Loewe=-19.0, Synergy_HSA=-4.55.